This data is from Forward reaction prediction with 1.9M reactions from USPTO patents (1976-2016). The task is: Predict the product of the given reaction. (1) Given the reactants [I-].C[S+](C)(C)=O.[CH3:7]C(C)([O-])C.[K+].[CH3:13][O:14][C:15](=[O:33])[CH:16]=[CH:17][C:18]1[CH:23]=[CH:22][C:21]([O:24][CH2:25][C:26]2[CH:31]=[CH:30][CH:29]=[CH:28][CH:27]=2)=[CH:20][C:19]=1[CH3:32], predict the reaction product. The product is: [CH3:13][O:14][C:15]([CH:16]1[CH2:7][CH:17]1[C:18]1[CH:23]=[CH:22][C:21]([O:24][CH2:25][C:26]2[CH:27]=[CH:28][CH:29]=[CH:30][CH:31]=2)=[CH:20][C:19]=1[CH3:32])=[O:33]. (2) Given the reactants [F:1][C:2]([F:7])([F:6])[C:3]([OH:5])=[O:4].FC(F)(F)C(O)=O.[Cl:15][C:16]1[CH:17]=[N:18][C:19]2[NH:20][C:21]3[CH:22]=[CH:23][CH:24]=[C:25]([CH:46]=3)[CH2:26][CH2:27][C:28]3[CH:36]=[C:32]([NH:33][C:34]=1[N:35]=2)[CH:31]=[CH:30][C:29]=3[NH:37][C:38]([CH:40]1[CH2:45][CH2:44][CH2:43][NH:42][CH2:41]1)=[O:39].[N:47]([CH2:50][CH3:51])=[C:48]=[O:49], predict the reaction product. The product is: [F:1][C:2]([F:7])([F:6])[C:3]([OH:5])=[O:4].[Cl:15][C:16]1[CH:17]=[N:18][C:19]2[NH:20][C:21]3[CH:22]=[CH:23][CH:24]=[C:25]([CH:46]=3)[CH2:26][CH2:27][C:28]3[CH:36]=[C:32]([NH:33][C:34]=1[N:35]=2)[CH:31]=[CH:30][C:29]=3[NH:37][C:38]([CH:40]1[CH2:45][CH2:44][CH2:43][N:42]([C:48]([NH:47][CH2:50][CH3:51])=[O:49])[CH2:41]1)=[O:39]. (3) Given the reactants Cl[C:2]1[CH:9]=[CH:8][C:5]([C:6]#[N:7])=[CH:4][N:3]=1.[CH3:10][NH:11][CH:12]1[CH2:17][CH2:16][N:15]([CH2:18][C:19]2[CH:24]=[CH:23][CH:22]=[C:21]([C:25]([F:28])([F:27])[F:26])[CH:20]=2)[CH2:14][CH2:13]1.C(N(C(C)C)CC)(C)C, predict the reaction product. The product is: [CH3:10][N:11]([CH:12]1[CH2:13][CH2:14][N:15]([CH2:18][C:19]2[CH:24]=[CH:23][CH:22]=[C:21]([C:25]([F:28])([F:26])[F:27])[CH:20]=2)[CH2:16][CH2:17]1)[C:2]1[CH:9]=[CH:8][C:5]([C:6]#[N:7])=[CH:4][N:3]=1. (4) Given the reactants CON(C)[C:4]([C:6]1([C:12]2[CH:13]=[N:14][C:15]([CH3:18])=[N:16][CH:17]=2)[CH2:11][CH2:10][O:9][CH2:8][CH2:7]1)=[O:5].[CH3:20][Mg+].[Br-], predict the reaction product. The product is: [CH3:18][C:15]1[N:16]=[CH:17][C:12]([C:6]2([C:4](=[O:5])[CH3:20])[CH2:7][CH2:8][O:9][CH2:10][CH2:11]2)=[CH:13][N:14]=1.